Predict the reactants needed to synthesize the given product. From a dataset of Full USPTO retrosynthesis dataset with 1.9M reactions from patents (1976-2016). The reactants are: Cl.[NH2:2][CH2:3][C:4]1[CH:13]=[CH:12][C:7]([C:8]([O:10]C)=[O:9])=[CH:6][CH:5]=1.C(N(C(C)C)CC)(C)C.[C:23](N1C=CN=C1)([N:25]1C=CN=[CH:26]1)=[O:24].CN.[OH-].[Na+]. Given the product [CH3:26][NH:25][C:23]([NH:2][CH2:3][C:4]1[CH:13]=[CH:12][C:7]([C:8]([OH:10])=[O:9])=[CH:6][CH:5]=1)=[O:24], predict the reactants needed to synthesize it.